This data is from HIV replication inhibition screening data with 41,000+ compounds from the AIDS Antiviral Screen. The task is: Binary Classification. Given a drug SMILES string, predict its activity (active/inactive) in a high-throughput screening assay against a specified biological target. (1) The drug is CN(C)c1ccc(C=Cc2cc[n+]3cc(-c4ccccc4)sc3n2)cc1.[O-][Cl+3]([O-])([O-])O. The result is 0 (inactive). (2) The molecule is COC(OC)C1OC(CO)C(n2ccc(=N)[nH]c2=O)C1O. The result is 0 (inactive). (3) The drug is COCCNC(=O)C1C(=O)C(=O)N(CCOC)C1=O. The result is 0 (inactive).